This data is from Forward reaction prediction with 1.9M reactions from USPTO patents (1976-2016). The task is: Predict the product of the given reaction. (1) Given the reactants [C:1]([C:3]1[CH:8]=[CH:7][CH:6]=[CH:5][C:4]=1[S:9]([Cl:12])(=[O:11])=[O:10])#[N:2].[NH:13]1[CH2:18][CH2:17][CH2:16][CH2:15][CH2:14]1.Cl.NCC1C=CC=CC=1S(NCC)(=O)=O, predict the reaction product. The product is: [ClH:12].[N:13]1([S:9]([C:4]2[CH:5]=[CH:6][CH:7]=[CH:8][C:3]=2[CH2:1][NH2:2])(=[O:11])=[O:10])[CH2:18][CH2:17][CH2:16][CH2:15][CH2:14]1. (2) Given the reactants C(OC(=O)[NH:7][CH:8]1[CH2:13][CH2:12][N:11]([CH2:14][CH2:15][N:16]2[C:25]3[C:20](=[C:21]([C:28]4[CH:33]=[CH:32][N:31]=[CH:30][CH:29]=4)[CH:22]=[C:23]([O:26][CH3:27])[CH:24]=3)[N:19]=[CH:18][C:17]2=[O:34])[CH2:10][CH2:9]1)(C)(C)C.FC(F)(F)C(O)=O, predict the reaction product. The product is: [NH2:7][CH:8]1[CH2:9][CH2:10][N:11]([CH2:14][CH2:15][N:16]2[C:25]3[C:20](=[C:21]([C:28]4[CH:33]=[CH:32][N:31]=[CH:30][CH:29]=4)[CH:22]=[C:23]([O:26][CH3:27])[CH:24]=3)[N:19]=[CH:18][C:17]2=[O:34])[CH2:12][CH2:13]1.